From a dataset of Orexin1 receptor HTS with 218,158 compounds and 233 confirmed actives. Binary Classification. Given a drug SMILES string, predict its activity (active/inactive) in a high-throughput screening assay against a specified biological target. (1) The compound is N(c1nc(nc2c1cccc2)c1ccccc1)c1ccccc1. The result is 0 (inactive). (2) The molecule is O(CC1c2c(c3c1cccc3)cccc2)C(=O)NC1CC=CCC(CC(=O)N(Cc2ccccc2)CCO)C(=O)NCC(OC1=O)c1ccccc1. The result is 0 (inactive). (3) The drug is FC(F)(F)c1ccc(C2C3(CC4(C2CN(C4c2ccccc2)Cc2cccnc2)C3)c2cccnc2)cc1. The result is 0 (inactive). (4) The molecule is S\1C(=S)N(CCCC(=O)Nc2c(cc(O)cc2)C(O)=O)C(=O)C1=C\c1occc1. The result is 0 (inactive). (5) The compound is Brc1c(C(=O)NCC(N2CCOCC2)c2ccc(F)cc2)cc(OC)cc1. The result is 0 (inactive). (6) The compound is Clc1sc(C(=O)CN2C(=O)C3(NC2=O)CCCCCC3)cc1. The result is 0 (inactive).